This data is from Full USPTO retrosynthesis dataset with 1.9M reactions from patents (1976-2016). The task is: Predict the reactants needed to synthesize the given product. (1) Given the product [NH2:15][C:13]1[NH:12][N:11]=[C:10]([NH:9][C:5]2[CH:6]=[C:7]([Cl:8])[C:2]([C:26]3[CH:27]=[CH:28][C:23]([NH:22][C:17](=[O:21])[CH:18]([CH3:19])[CH3:20])=[CH:24][CH:25]=3)=[C:3]([Cl:16])[CH:4]=2)[N:14]=1, predict the reactants needed to synthesize it. The reactants are: Br[C:2]1[C:7]([Cl:8])=[CH:6][C:5]([NH:9][C:10]2[N:14]=[C:13]([NH2:15])[NH:12][N:11]=2)=[CH:4][C:3]=1[Cl:16].[C:17]([NH:22][C:23]1[CH:28]=[CH:27][C:26](B(O)O)=[CH:25][CH:24]=1)(=[O:21])[CH:18]([CH3:20])[CH3:19].C([O-])([O-])=O.[Cs+].[Cs+]. (2) The reactants are: [CH2:1]([C:8]1[CH:17]=[C:16]2[C:11]([C:12]([OH:35])=[C:13]([C:30](OCC)=[O:31])[C:14](=[O:29])[N:15]2[CH2:18][C:19]2[CH:24]=[CH:23][C:22]([S:25]([CH3:28])(=[O:27])=[O:26])=[CH:21][CH:20]=2)=[N:10][CH:9]=1)[C:2]1[CH:7]=[CH:6][CH:5]=[CH:4][CH:3]=1.[NH2:36][CH2:37][CH2:38][CH2:39][N:40]1[CH2:45][CH2:44][O:43][CH2:42][CH2:41]1. Given the product [CH2:1]([C:8]1[CH:17]=[C:16]2[C:11]([C:12]([OH:35])=[C:13]([C:30]([NH:36][CH2:37][CH2:38][CH2:39][N:40]3[CH2:45][CH2:44][O:43][CH2:42][CH2:41]3)=[O:31])[C:14](=[O:29])[N:15]2[CH2:18][C:19]2[CH:20]=[CH:21][C:22]([S:25]([CH3:28])(=[O:26])=[O:27])=[CH:23][CH:24]=2)=[N:10][CH:9]=1)[C:2]1[CH:7]=[CH:6][CH:5]=[CH:4][CH:3]=1, predict the reactants needed to synthesize it. (3) Given the product [NH2:30][C:31]1[C:36]([C:37]#[N:38])=[CH:35][CH:34]=[C:33]([NH:39][CH:40]2[CH2:45][CH2:44][CH2:43][N:42]([C:3]3[N:8]4[N:9]=[C:10]([CH:12]5[CH2:13][CH2:14][N:15]([CH:18]([CH3:19])[CH3:20])[CH2:16][CH2:17]5)[N:11]=[C:7]4[CH:6]=[C:5]([C:21]4[CH:26]=[CH:25][C:24]([F:27])=[CH:23][C:22]=4[Cl:28])[N:4]=3)[CH2:41]2)[N:32]=1, predict the reactants needed to synthesize it. The reactants are: Cl.Cl[C:3]1[N:8]2[N:9]=[C:10]([CH:12]3[CH2:17][CH2:16][N:15]([CH:18]([CH3:20])[CH3:19])[CH2:14][CH2:13]3)[N:11]=[C:7]2[CH:6]=[C:5]([C:21]2[CH:26]=[CH:25][C:24]([F:27])=[CH:23][C:22]=2[Cl:28])[N:4]=1.Cl.[NH2:30][C:31]1[C:36]([C:37]#[N:38])=[CH:35][CH:34]=[C:33]([NH:39][CH:40]2[CH2:45][CH2:44][CH2:43][NH:42][CH2:41]2)[N:32]=1.C(N(CC)C(C)C)(C)C. (4) Given the product [C:1]([O:5][C:6]([NH:8][CH2:9][CH2:10][CH2:11][NH:12][C:13](=[O:41])/[CH:59]=[CH:58]/[C:56]1[C:55]([O:63][CH2:64][CH2:65][C:66]2[CH:71]=[CH:70][CH:69]=[CH:68][CH:67]=2)=[CH:54][CH:53]=[C:52]([CH2:51][S:50][C:44]2[C:45]([CH3:49])=[CH:46][CH:47]=[CH:48][C:43]=2[CH3:42])[N:57]=1)=[O:7])([CH3:4])([CH3:2])[CH3:3], predict the reactants needed to synthesize it. The reactants are: [C:1]([O:5][C:6]([NH:8][CH2:9][CH2:10][CH2:11][NH:12][C:13](=[O:41])/C=C/C1C(OCCC2C=CC=CC=2)=CC=C(CSC2C(Cl)=CC=CC=2Cl)N=1)=[O:7])([CH3:4])([CH3:3])[CH3:2].[CH3:42][C:43]1[CH:48]=[CH:47][CH:46]=[C:45]([CH3:49])[C:44]=1[S:50][CH2:51][C:52]1[N:57]=[C:56](/[CH:58]=[CH:59]/C(O)=O)[C:55]([O:63][CH2:64][CH2:65][C:66]2[CH:71]=[CH:70][CH:69]=[CH:68][CH:67]=2)=[CH:54][CH:53]=1.